Dataset: Full USPTO retrosynthesis dataset with 1.9M reactions from patents (1976-2016). Task: Predict the reactants needed to synthesize the given product. (1) Given the product [CH3:36][C:37]1([CH3:43])[NH:38][CH2:39][CH2:40][N:41]([C:9]2[N:10]([CH2:31][C:32]([F:34])([F:33])[F:35])[C:11]3[C:16]([N:17]=2)=[C:15]([N:18]2[CH2:19][CH2:20][O:21][CH2:22][CH2:23]2)[N:14]=[C:13]([C:24]2[CH:25]=[N:26][C:27]([NH2:30])=[N:28][CH:29]=2)[N:12]=3)[CH2:42]1, predict the reactants needed to synthesize it. The reactants are: CN1CCCC1=O.Cl[C:9]1[N:10]([CH2:31][C:32]([F:35])([F:34])[F:33])[C:11]2[C:16]([N:17]=1)=[C:15]([N:18]1[CH2:23][CH2:22][O:21][CH2:20][CH2:19]1)[N:14]=[C:13]([C:24]1[CH:25]=[N:26][C:27]([NH2:30])=[N:28][CH:29]=1)[N:12]=2.[CH3:36][C:37]1([CH3:43])[CH2:42][NH:41][CH2:40][CH2:39][NH:38]1. (2) Given the product [C:11]1([C:14]2[CH:19]=[CH:18][CH:17]=[CH:16][CH:15]=2)[CH:12]=[CH:13][C:8]([N:7]([C:2]2[CH:3]=[CH:4][CH:5]=[CH:6][C:1]=2[C:20]2[CH:25]=[CH:24][CH:23]=[CH:22][CH:21]=2)[C:27]2[CH:39]=[CH:38][C:37]3[C:36]4[C:31](=[CH:32][C:33]([C:40]5[CH:45]=[CH:44][CH:43]=[CH:42][CH:41]=5)=[CH:34][CH:35]=4)[C:30]([C:53]4[CH:58]=[CH:57][CH:56]=[CH:55][CH:54]=4)([C:46]4[CH:47]=[CH:48][C:49]([CH3:52])=[CH:50][CH:51]=4)[C:29]=3[CH:28]=2)=[CH:9][CH:10]=1, predict the reactants needed to synthesize it. The reactants are: [C:1]1([C:20]2[CH:25]=[CH:24][CH:23]=[CH:22][CH:21]=2)[CH:6]=[CH:5][CH:4]=[CH:3][C:2]=1[NH:7][C:8]1[CH:13]=[CH:12][C:11]([C:14]2[CH:19]=[CH:18][CH:17]=[CH:16][CH:15]=2)=[CH:10][CH:9]=1.Br[C:27]1[CH:39]=[CH:38][C:37]2[C:36]3[C:31](=[CH:32][C:33]([C:40]4[CH:45]=[CH:44][CH:43]=[CH:42][CH:41]=4)=[CH:34][CH:35]=3)[C:30]([C:53]3[CH:58]=[CH:57][CH:56]=[CH:55][CH:54]=3)([C:46]3[CH:51]=[CH:50][C:49]([CH3:52])=[CH:48][CH:47]=3)[C:29]=2[CH:28]=1.C(P(C(C)(C)C)C(C)(C)C)(C)(C)C.CC(C)([O-])C.[Na+]. (3) Given the product [CH:33]1([C:36]([N:2]2[CH2:6][CH2:5][C@H:4]([NH:7][C:8]([C:10]3[C:14]4[N:15]=[CH:16][N:17]=[C:18]([C:19]5[C:27]6[O:26][CH2:25][O:24][C:23]=6[CH:22]=[CH:21][C:20]=5[O:28][CH2:29][CH:30]5[CH2:32][CH2:31]5)[C:13]=4[NH:12][CH:11]=3)=[O:9])[CH2:3]2)=[O:37])[CH2:35][CH2:34]1, predict the reactants needed to synthesize it. The reactants are: Cl.[NH:2]1[CH2:6][CH2:5][C@H:4]([NH:7][C:8]([C:10]2[C:14]3[N:15]=[CH:16][N:17]=[C:18]([C:19]4[C:27]5[O:26][CH2:25][O:24][C:23]=5[CH:22]=[CH:21][C:20]=4[O:28][CH2:29][CH:30]4[CH2:32][CH2:31]4)[C:13]=3[NH:12][CH:11]=2)=[O:9])[CH2:3]1.[CH:33]1([C:36](Cl)=[O:37])[CH2:35][CH2:34]1. (4) Given the product [C:11]([O:10][C:9]([NH:8][C:5]1[N:6]=[CH:7][C:2]([C:26]2[CH:25]=[CH:24][N:23]3[C:28]([C:27]=2[CH3:29])=[C:19]([CH:16]2[CH2:18][CH2:17]2)[CH:20]=[C:21]([C:44]([O:46][CH2:47][CH3:48])=[O:45])[C:22]3=[O:43])=[CH:3][CH:4]=1)=[O:15])([CH3:14])([CH3:13])[CH3:12], predict the reactants needed to synthesize it. The reactants are: Br[C:2]1[CH:3]=[CH:4][C:5]([NH:8][C:9](=[O:15])[O:10][C:11]([CH3:14])([CH3:13])[CH3:12])=[N:6][CH:7]=1.[CH:16]1([C:19]2[CH:20]=[C:21]([C:44]([O:46][CH2:47][CH3:48])=[O:45])[C:22](=[O:43])[N:23]3[C:28]=2[C:27]([CH3:29])=[C:26]([Sn](CCCC)(CCCC)CCCC)[CH:25]=[CH:24]3)[CH2:18][CH2:17]1.O. (5) The reactants are: C[Si](C)(C)[O:3][C:4]([C:6]1[CH:11]=[CH:10][CH:9]=[CH:8][CH:7]=1)=[CH2:5].C(O)(=O)/C(=C(\C=O)/Cl)/Cl. Given the product [C:4]([C:6]1[CH:11]=[CH:10][CH:9]=[CH:8][CH:7]=1)(=[O:3])[CH3:5], predict the reactants needed to synthesize it. (6) Given the product [CH2:12]([O:11][C:8]1[CH:9]=[CH:10][C:4]2[S:3][C:2]([CH3:1])=[N:6][C:5]=2[CH:7]=1)[CH3:13], predict the reactants needed to synthesize it. The reactants are: [CH3:1][C:2]1[S:3][C:4]2[CH:10]=[CH:9][C:8]([OH:11])=[CH:7][C:5]=2[N:6]=1.[CH2:12](SC1C=CC(F)=CC=1N)[CH3:13]. (7) Given the product [CH2:23]([N:11]1[C:12]2[C:7](=[C:6]([OH:37])[C:5]([C:3]([NH:38][CH2:39][CH2:40][C:41]([OH:43])=[O:42])=[O:4])=[N:14][C:13]=2[C:15]2[CH:16]=[N:17][C:18]([O:21][CH3:22])=[CH:19][CH:20]=2)[CH:8]=[C:9]([C:31]2[CH:36]=[CH:35][CH:34]=[CH:33][CH:32]=2)[C:10]1=[O:30])[C:24]1[CH:29]=[CH:28][CH:27]=[CH:26][CH:25]=1, predict the reactants needed to synthesize it. The reactants are: CO[C:3]([C:5]1[C:6]([OH:37])=[C:7]2[C:12](=[C:13]([C:15]3[CH:16]=[N:17][C:18]([O:21][CH3:22])=[CH:19][CH:20]=3)[N:14]=1)[N:11]([CH2:23][C:24]1[CH:29]=[CH:28][CH:27]=[CH:26][CH:25]=1)[C:10](=[O:30])[C:9]([C:31]1[CH:36]=[CH:35][CH:34]=[CH:33][CH:32]=1)=[CH:8]2)=[O:4].[NH2:38][CH2:39][CH2:40][C:41]([OH:43])=[O:42].C[O-].[Na+]. (8) Given the product [Br:16][CH2:17][CH2:18][NH:19][C:20]([S:1][C:2]1[CH:15]=[CH:14][CH:13]=[CH:12][C:3]=1[C:4]([NH:6][C:7](=[O:11])[CH2:8][CH2:9][NH2:10])=[O:5])=[O:21], predict the reactants needed to synthesize it. The reactants are: [SH:1][C:2]1[CH:15]=[CH:14][CH:13]=[CH:12][C:3]=1[C:4]([NH:6][C:7](=[O:11])[CH2:8][CH2:9][NH2:10])=[O:5].[Br:16][CH2:17][CH2:18][N:19]=[C:20]=[O:21]. (9) Given the product [Br:11][C:12]1[CH:17]=[CH:16][C:15]([N:8]2[CH2:9][CH2:10][C:5]3([O:4][CH2:3][CH2:2][O:1]3)[CH2:6][CH2:7]2)=[CH:14][CH:13]=1, predict the reactants needed to synthesize it. The reactants are: [O:1]1[C:5]2([CH2:10][CH2:9][NH:8][CH2:7][CH2:6]2)[O:4][CH2:3][CH2:2]1.[Br:11][C:12]1[CH:17]=[CH:16][C:15](I)=[CH:14][CH:13]=1.CC(C)([O-])C.[Na+].